Dataset: Forward reaction prediction with 1.9M reactions from USPTO patents (1976-2016). Task: Predict the product of the given reaction. (1) Given the reactants Cl.[NH2:2][C@H:3]1[CH2:7][CH2:6][C@@H:5]([C:8]([OH:10])=[O:9])[CH2:4]1.[CH3:11]O, predict the reaction product. The product is: [NH2:2][C@H:3]1[CH2:7][CH2:6][CH:5]([C:8]([O:10][CH3:11])=[O:9])[CH2:4]1. (2) Given the reactants [C:1]1([S:7]([N:10]2[C:18]3[C:13](=[CH:14][C:15](B(O)O)=[CH:16][CH:17]=3)[CH:12]=[CH:11]2)(=[O:9])=[O:8])[CH:6]=[CH:5][CH:4]=[CH:3][CH:2]=1.Cl[C:23]1[N:28]=[C:27]([NH2:29])[N:26]=[C:25]([NH:30][CH3:31])[CH:24]=1, predict the reaction product. The product is: [C:1]1([S:7]([N:10]2[C:18]3[C:13](=[CH:14][C:15]([C:23]4[N:28]=[C:27]([NH2:29])[N:26]=[C:25]([NH:30][CH3:31])[CH:24]=4)=[CH:16][CH:17]=3)[CH:12]=[CH:11]2)(=[O:9])=[O:8])[CH:6]=[CH:5][CH:4]=[CH:3][CH:2]=1. (3) Given the reactants [F:1][C:2]1[CH:3]=[CH:4][CH:5]=[C:6]2[C:11]=1[N:10]=[C:9]([CH2:12][N:13]1C(=O)C3C(=CC=CC=3)C1=O)[C:8]([C:24]1[CH:29]=[CH:28][CH:27]=[CH:26][N:25]=1)=[CH:7]2.CCO.O.NN, predict the reaction product. The product is: [F:1][C:2]1[CH:3]=[CH:4][CH:5]=[C:6]2[C:11]=1[N:10]=[C:9]([CH2:12][NH2:13])[C:8]([C:24]1[CH:29]=[CH:28][CH:27]=[CH:26][N:25]=1)=[CH:7]2. (4) The product is: [C:1]([CH:5]1[N:14]2[C:9](=[CH:10][C:11](=[O:20])[C:12]([C:15]([O:17][CH2:18][CH3:19])=[O:16])=[CH:13]2)[C:8]2[CH:21]=[C:22]([O:26][CH3:27])[C:23]([O:25][CH2:39][CH2:40][CH2:41][S:42][CH3:43])=[CH:24][C:7]=2[CH2:6]1)([CH3:2])([CH3:3])[CH3:4]. Given the reactants [C:1]([CH:5]1[N:14]2[C:9](=[CH:10][C:11](=[O:20])[C:12]([C:15]([O:17][CH2:18][CH3:19])=[O:16])=[CH:13]2)[C:8]2[CH:21]=[C:22]([O:26][CH3:27])[C:23]([OH:25])=[CH:24][C:7]=2[CH2:6]1)([CH3:4])([CH3:3])[CH3:2].CC1C=CC(S(O[CH2:39][CH2:40][CH2:41][S:42][CH3:43])(=O)=O)=CC=1.C([O-])([O-])=O.[K+].[K+], predict the reaction product. (5) Given the reactants [F:1][C:2]1[CH:10]=[CH:9][CH:8]=[C:7]2[C:3]=1[CH:4]=[CH:5][N:6]2[C@@H:11]1[O:28][C@H:27]([CH2:29][O:30][C:31](=[O:33])[CH3:32])[C@@H:22]([O:23][C:24](=[O:26])[CH3:25])[C@H:17]([O:18][C:19](=[O:21])[CH3:20])[C@H:12]1[O:13][C:14](=[O:16])[CH3:15].CN(C)[CH:36]=[O:37].O(Cl)Cl.[P+3].O, predict the reaction product. The product is: [F:1][C:2]1[CH:10]=[CH:9][CH:8]=[C:7]2[C:3]=1[C:4]([CH:36]=[O:37])=[CH:5][N:6]2[C@@H:11]1[O:28][C@H:27]([CH2:29][O:30][C:31](=[O:33])[CH3:32])[C@@H:22]([O:23][C:24](=[O:26])[CH3:25])[C@H:17]([O:18][C:19](=[O:21])[CH3:20])[C@H:12]1[O:13][C:14](=[O:16])[CH3:15]. (6) Given the reactants [N:1]1([C:10]2[N:15]=[C:14]([NH:16][CH:17]3[CH2:22][CH2:21][O:20][CH2:19][CH2:18]3)[C:13]([N+:23]([O-])=O)=[C:12]([C:26]3[CH:31]=[CH:30][CH:29]=[CH:28][CH:27]=3)[N:11]=2)[C:5]2[CH:6]=[CH:7][CH:8]=[CH:9][C:4]=2[N:3]=[CH:2]1.[O-]S(S([O-])=O)=O.[Na+].[Na+].C([O-])(O)=O.[Na+].CO, predict the reaction product. The product is: [N:1]1([C:10]2[N:15]=[C:14]([NH:16][CH:17]3[CH2:18][CH2:19][O:20][CH2:21][CH2:22]3)[C:13]([NH2:23])=[C:12]([C:26]3[CH:31]=[CH:30][CH:29]=[CH:28][CH:27]=3)[N:11]=2)[C:5]2[CH:6]=[CH:7][CH:8]=[CH:9][C:4]=2[N:3]=[CH:2]1. (7) Given the reactants [C:1]([O:12][CH2:13][CH:14]=[CH2:15])(=[O:11])[CH2:2][NH:3][CH2:4][C:5]([O:7][CH2:8][CH:9]=[CH2:10])=[O:6].[C:16]1(=[O:22])[O:21][C:19](=[O:20])[CH2:18][CH2:17]1, predict the reaction product. The product is: [CH2:13]([O:12][C:1]([CH2:2][N:3]([CH2:4][C:5]([O:7][CH2:8][CH:9]=[CH2:10])=[O:6])[C:16]([CH2:17][CH2:18][C:19]([OH:21])=[O:20])=[O:22])=[O:11])[CH:14]=[CH2:15]. (8) Given the reactants [C:1]1([CH3:11])[CH:6]=[CH:5][C:4]([S:7](Cl)(=[O:9])=[O:8])=[CH:3][CH:2]=1.[NH2:12][C:13]1[C:14]2[C:21]([I:22])=[CH:20][N:19]([C@@H:23]3[CH2:26][C@H:25]([CH2:27][OH:28])[CH2:24]3)[C:15]=2[N:16]=[CH:17][N:18]=1, predict the reaction product. The product is: [NH2:12][C:13]1[C:14]2[C:21]([I:22])=[CH:20][N:19]([C@@H:23]3[CH2:24][C@H:25]([CH2:27][O:28][S:7]([C:4]4[CH:5]=[CH:6][C:1]([CH3:11])=[CH:2][CH:3]=4)(=[O:9])=[O:8])[CH2:26]3)[C:15]=2[N:16]=[CH:17][N:18]=1. (9) Given the reactants Cl[C:2]1[CH:11]=[CH:10][C:9]2[C:4](=[CH:5][CH:6]=[C:7]([O:12][C:13]([F:16])([F:15])[F:14])[CH:8]=2)[N:3]=1.[NH:17]1[CH2:23][CH2:22][CH2:21][NH:20][CH2:19][CH2:18]1, predict the reaction product. The product is: [NH:17]1[CH2:23][CH2:22][CH2:21][NH:20][CH2:19][CH:18]1[C:2]1[CH:11]=[CH:10][C:9]2[C:4](=[CH:5][CH:6]=[C:7]([O:12][C:13]([F:16])([F:15])[F:14])[CH:8]=2)[N:3]=1.